From a dataset of Catalyst prediction with 721,799 reactions and 888 catalyst types from USPTO. Predict which catalyst facilitates the given reaction. (1) Reactant: [CH:1]1([CH2:7][NH:8][C:9]2[CH:14]=[CH:13][C:12]([NH:15][C:16]3[CH:21]=[CH:20][CH:19]=[CH:18][CH:17]=3)=[CH:11][C:10]=2[N+:22]([O-])=O)[CH2:6][CH2:5][CH2:4][CH2:3][CH2:2]1.[H][H]. Product: [CH:1]1([CH2:7][NH:8][C:9]2[C:10]([NH2:22])=[CH:11][C:12]([NH:15][C:16]3[CH:17]=[CH:18][CH:19]=[CH:20][CH:21]=3)=[CH:13][CH:14]=2)[CH2:2][CH2:3][CH2:4][CH2:5][CH2:6]1. The catalyst class is: 123. (2) Reactant: [I:1][C:2]1[CH:8]=[CH:7][C:5]([NH2:6])=[C:4]([CH3:9])[CH:3]=1.[N:10]([O-])=O.[Na+].O. Product: [I:1][C:2]1[CH:3]=[C:4]2[C:5](=[CH:7][CH:8]=1)[NH:6][N:10]=[CH:9]2. The catalyst class is: 52. (3) Reactant: [CH3:1][O:2][C:3]1[CH:8]=[CH:7][CH:6]=[CH:5][C:4]=1[CH:9]([NH:13][C:14]([NH:16][C:17]1[CH:22]=[CH:21][C:20]([Cl:23])=[CH:19][CH:18]=1)=[O:15])[C:10]([OH:12])=O.[NH:24]1[CH2:29][CH2:28][NH:27][CH2:26][CH2:25]1.C([N:32](CC)CC)C.F[P-](F)(F)(F)(F)F.[N:44]1(O[P+](N(C)C)(N(C)C)N(C)C)[C:48]2[CH:49]=[CH:50][CH:51]=[CH:52][C:47]=2N=N1.C([O-])(O)=O.[Na+]. Product: [NH:44]1[CH2:49][CH2:50][CH2:51][CH:52]([N:24]2[CH2:29][CH2:28][N:27]([C:9]([C:4]3[CH:5]=[CH:6][CH:7]=[CH:8][C:3]=3[O:2][CH3:1])([NH:13][C:14]([NH:16][C:17]3[CH:22]=[CH:21][C:20]([Cl:23])=[CH:19][CH:18]=3)=[O:15])[C:10]([NH2:32])=[O:12])[CH2:26][CH2:25]2)[CH2:47][CH2:48]1. The catalyst class is: 31. (4) Reactant: [Cl:1][C:2]1[CH:3]=[C:4]([CH:8]=[CH:9][CH:10]=1)/[CH:5]=[N:6]\[OH:7].[ClH:11].OS([O-])(=O)=O.OS(O[O-])(=O)=O.OS(O[O-])(=O)=O.[O-]S([O-])(=O)=O.[K+].[K+].[K+].[K+].[K+]. Product: [OH:7]/[N:6]=[C:5](\[Cl:11])/[C:4]1[CH:8]=[CH:9][CH:10]=[C:2]([Cl:1])[CH:3]=1. The catalyst class is: 3. (5) Reactant: C([SiH](CC)CC)C.[CH3:8][O:9][C:10]1[CH:15]=[CH:14][CH:13]=[CH:12][C:11]=1[CH:16]=[N:17][NH:18][C:19](=[O:26])[C:20]1[CH:25]=[CH:24][CH:23]=[CH:22][CH:21]=1.Cl. Product: [CH3:8][O:9][C:10]1[CH:15]=[CH:14][CH:13]=[CH:12][C:11]=1[CH2:16][NH:17][NH:18][C:19](=[O:26])[C:20]1[CH:25]=[CH:24][CH:23]=[CH:22][CH:21]=1. The catalyst class is: 55.